This data is from Full USPTO retrosynthesis dataset with 1.9M reactions from patents (1976-2016). The task is: Predict the reactants needed to synthesize the given product. (1) Given the product [CH2:1]([O:2][C:3](=[O:20])[C:4]1[CH:5]=[CH:6][C:7]([CH2:10][N:11]2[CH2:16][CH2:15][CH2:14][N:13]3[CH2:17][CH2:18][CH2:19][CH:12]23)=[CH:8][CH:9]=1)[CH2:23][CH2:24][CH3:25], predict the reactants needed to synthesize it. The reactants are: [CH3:1][O:2][C:3](=[O:20])[C:4]1[CH:9]=[CH:8][C:7]([CH2:10][N:11]2[CH2:16][CH2:15][CH2:14][N:13]3[CH2:17][CH2:18][CH2:19][CH:12]23)=[CH:6][CH:5]=1.[H-].[Li+].[CH2:23](O)[CH2:24][CH2:25]C. (2) Given the product [CH3:11][O:10][C:8]([C:7]1[CH:12]=[CH:13][C:4]2[C:3](=[O:22])[C:20]3[C:15]([O:14][C:5]=2[CH:6]=1)=[C:16]([CH3:21])[CH:17]=[CH:18][CH:19]=3)=[O:9], predict the reactants needed to synthesize it. The reactants are: CO[C:3](=[O:22])[C:4]1[CH:13]=[CH:12][C:7]([C:8]([O:10][CH3:11])=[O:9])=[CH:6][C:5]=1[O:14][C:15]1[CH:20]=[CH:19][CH:18]=[CH:17][C:16]=1[CH3:21].COC(=O)C1C=CC(C(OC)=O)=CC=1OC1C=CC=CC=1OC. (3) Given the product [OH:10][C@@H:11]1[CH2:31][N:14]2[C:15](=[O:30])[CH2:16][CH2:17][N:18]([C:20]3[CH:25]=[CH:24][C:23]([C:26]([F:28])([F:29])[F:27])=[CH:22][N:21]=3)[CH2:19][C@@H:13]2[CH2:12]1, predict the reactants needed to synthesize it. The reactants are: [N+](C1C=CC(C([O:10][C@@H:11]2[CH2:31][N:14]3[C:15](=[O:30])[CH2:16][CH2:17][N:18]([C:20]4[CH:25]=[CH:24][C:23]([C:26]([F:29])([F:28])[F:27])=[CH:22][N:21]=4)[CH2:19][C@@H:13]3[CH2:12]2)=O)=CC=1)([O-])=O.C(=O)([O-])[O-].[K+].[K+].C(OCC)(=O)C.CO. (4) Given the product [CH3:15][C:16]1([CH3:32])[C:20]([CH3:22])([CH3:21])[O:19][B:18]([C:2]2[CH:14]=[CH:13][C:5]([C:6]([O:8][C:9]([CH3:12])([CH3:11])[CH3:10])=[O:7])=[CH:4][CH:3]=2)[O:17]1, predict the reactants needed to synthesize it. The reactants are: Br[C:2]1[CH:14]=[CH:13][C:5]([C:6]([O:8][C:9]([CH3:12])([CH3:11])[CH3:10])=[O:7])=[CH:4][CH:3]=1.[CH3:15][C:16]1([CH3:32])[C:20]([CH3:22])([CH3:21])[O:19][B:18]([B:18]2[O:19][C:20]([CH3:22])([CH3:21])[C:16]([CH3:32])([CH3:15])[O:17]2)[O:17]1.C([O-])(=O)C.[K+].